Task: Predict the reaction yield, written as a fraction of the theoretical maximum amount of product (1.0 means a 100% yield; for example, 0.34 means a 34% yield).. Dataset: Reaction yield outcomes from USPTO patents with 853,638 reactions (1) The reactants are [Br:1][C:2]1[CH:3]=[C:4]2[C:9](=[CH:10][CH:11]=1)[CH:8]=[C:7]([OH:12])[CH:6]=[CH:5]2.[H-].[Na+].Cl[CH2:16][CH2:17][CH:18]([CH3:20])[CH3:19]. The catalyst is CN(C=O)C. The product is [Br:1][C:2]1[CH:11]=[CH:10][C:9]2[C:4](=[CH:5][CH:6]=[C:7]([O:12][CH2:16][CH2:17][CH:18]([CH3:20])[CH3:19])[CH:8]=2)[CH:3]=1. The yield is 0.920. (2) The reactants are Br[C:2]1[CH:3]=[C:4]([C:8]2([CH3:16])[N:13]=[C:12]([O:14][CH3:15])[CH2:11][O:10][CH2:9]2)[CH:5]=[CH:6][CH:7]=1.C(P(C(C)(C)C)C1C=CC=CC=1C1C(C(C)C)=CC(C(C)C)=CC=1C(C)C)(C)(C)C.[Cl:47][C:48]1[CH:49]=[C:50]([CH:53]=[CH:54][CH:55]=1)[CH2:51][NH2:52]. The catalyst is C1(C)C=CC=CC=1. The product is [Cl:47][C:48]1[CH:49]=[C:50]([CH:53]=[CH:54][CH:55]=1)[CH2:51][NH:52][C:2]1[CH:7]=[CH:6][CH:5]=[C:4]([C:8]2([CH3:16])[N:13]=[C:12]([O:14][CH3:15])[CH2:11][O:10][CH2:9]2)[CH:3]=1. The yield is 0.470. (3) The reactants are Cl[C:2]1[N:10]=[C:9](Cl)[CH:8]=[CH:7][C:3]=1[C:4]([NH2:6])=[O:5].[NH2:12][C:13]1[CH:18]=[CH:17][C:16]([C:19]([N:21]2[CH2:26][CH2:25][O:24][CH2:23][CH2:22]2)=[O:20])=[CH:15][CH:14]=1.C(O[C:32](=[O:39])[NH:33][C@@H:34]1[CH2:38][CH2:37][NH:36][CH2:35]1)(C)(C)C.[C:40](O)(=O)[CH:41]=C. No catalyst specified. The product is [C:32]([NH:33][C@@H:34]1[CH2:38][CH2:37][N:36]([C:9]2[CH:8]=[CH:7][C:3]([C:4]([NH2:6])=[O:5])=[C:2]([NH:12][C:13]3[CH:14]=[CH:15][C:16]([C:19]([N:21]4[CH2:22][CH2:23][O:24][CH2:25][CH2:26]4)=[O:20])=[CH:17][CH:18]=3)[N:10]=2)[CH2:35]1)(=[O:39])[CH:40]=[CH2:41]. The yield is 0.490.